From a dataset of Experimentally validated miRNA-target interactions with 360,000+ pairs, plus equal number of negative samples. Binary Classification. Given a miRNA mature sequence and a target amino acid sequence, predict their likelihood of interaction. The miRNA is hsa-miR-331-5p with sequence CUAGGUAUGGUCCCAGGGAUCC. The protein sequence of the target gene is MGDKIWLPFPVLLLAALPPVLLPGAAGFTPSLDSDFTFTLPAGQKECFYQPMPLKASLEIEYQVLDGAGLDIDFHLASPEGKTLVFEQRKSDGVHTVETEVGDYMFCFDNTFSTISEKVIFFELILDNMGEQAQEQEDWKKYITGTDILDMKLEDILESINSIKSRLSKSGHIQTLLRAFEARDRNIQESNFDRVNFWSMVNLVVMVVVSAIQVYMLKSLFEDKRKSRT. Result: 1 (interaction).